Dataset: Catalyst prediction with 721,799 reactions and 888 catalyst types from USPTO. Task: Predict which catalyst facilitates the given reaction. (1) Reactant: [Br:1][C:2]1[CH:3]=[C:4]([CH:10]=[C:11]([N+:20]([O-:22])=[O:21])[C:12]=1[NH:13][C:14](=[O:19])[C:15]([F:18])([F:17])[F:16])[C:5]([O:7][CH2:8][CH3:9])=[O:6].C([O-])([O-])=O.[K+].[K+].Br[CH2:30][CH:31]=[C:32]([CH3:34])[CH3:33]. Product: [Br:1][C:2]1[CH:3]=[C:4]([CH:10]=[C:11]([N+:20]([O-:22])=[O:21])[C:12]=1[N:13]([CH2:30][CH:31]=[C:32]([CH3:34])[CH3:33])[C:14](=[O:19])[C:15]([F:17])([F:18])[F:16])[C:5]([O:7][CH2:8][CH3:9])=[O:6]. The catalyst class is: 23. (2) Reactant: [Cl:1][C:2]1[CH:10]=[CH:9][C:5]([C:6](O)=[O:7])=[C:4]([OH:11])[N:3]=1.[H-].[H-].[H-].[H-].[Li+].[Al+3]. Product: [Cl:1][C:2]1[NH:3][C:4](=[O:11])[C:5]([CH2:6][OH:7])=[CH:9][CH:10]=1. The catalyst class is: 1. (3) Reactant: Br[C:2]1[CH:3]=[CH:4][C:5](=[O:10])[N:6]([CH2:8][CH3:9])[CH:7]=1.[Cl:11][C:12]1[N:17]=[CH:16][C:15](B(O)O)=[CH:14][CH:13]=1.C([O-])([O-])=O.[Cs+].[Cs+]. Product: [Cl:11][C:12]1[N:17]=[CH:16][C:15]([C:2]2[CH:3]=[CH:4][C:5](=[O:10])[N:6]([CH2:8][CH3:9])[CH:7]=2)=[CH:14][CH:13]=1. The catalyst class is: 70. (4) Reactant: C[O:2][C:3](=O)[C:4]1[CH:12]=[C:11]([O:13][CH2:14][CH2:15][CH2:16][CH3:17])[CH:10]=[C:6]([C:7](O)=[O:8])[CH:5]=1.CCCCCC. Product: [CH2:14]([O:13][C:11]1[CH:10]=[C:6]([CH2:7][OH:8])[CH:5]=[C:4]([CH2:3][OH:2])[CH:12]=1)[CH2:15][CH2:16][CH3:17]. The catalyst class is: 1. (5) Reactant: [CH3:1][N:2]1[C:10]2[C:5](=[CH:6][C:7]([N+:11]([O-:13])=[O:12])=[CH:8][CH:9]=2)[CH:4]=[CH:3]1.[CH3:14][O:15][C:16]1[CH:17]=[C:18]([CH:23]=[CH:24][C:25]=1[CH2:26]Br)[C:19]([O:21][CH3:22])=[O:20].O1CCOCC1.C(OCC)(=O)C. Product: [CH3:14][O:15][C:16]1[CH:17]=[C:18]([CH:23]=[CH:24][C:25]=1[CH2:26][C:4]1[C:5]2[C:10](=[CH:9][CH:8]=[C:7]([N+:11]([O-:13])=[O:12])[CH:6]=2)[N:2]([CH3:1])[CH:3]=1)[C:19]([O:21][CH3:22])=[O:20]. The catalyst class is: 5.